This data is from Full USPTO retrosynthesis dataset with 1.9M reactions from patents (1976-2016). The task is: Predict the reactants needed to synthesize the given product. (1) The reactants are: [OH:1][C:2]1[CH:7]=[CH:6][C:5]([CH2:8][CH2:9][C:10]([OH:12])=O)=[CH:4][CH:3]=1.Cl.[CH3:14][O:15][C:16](=[O:22])[C@H:17]([CH:19]([CH3:21])[CH3:20])[NH2:18]. Given the product [CH3:14][O:15][C:16](=[O:22])[CH:17]([NH:18][C:10](=[O:12])[CH2:9][CH2:8][C:5]1[CH:4]=[CH:3][C:2]([OH:1])=[CH:7][CH:6]=1)[CH:19]([CH3:21])[CH3:20], predict the reactants needed to synthesize it. (2) The reactants are: Br[C:2]1[C:6]([Br:7])=[CH:5][S:4][CH:3]=1.[CH3:8][Si:9]([CH3:15])([CH3:14])[O:10][CH2:11][C:12]#[CH:13]. Given the product [Br:7][C:6]1[C:2]([C:13]#[C:12][CH2:11][O:10][Si:9]([CH3:15])([CH3:14])[CH3:8])=[CH:3][S:4][CH:5]=1, predict the reactants needed to synthesize it. (3) Given the product [C:21]([C:25]1[CH:26]=[CH:27][C:28]([NH:29][C:4](=[O:6])[C:3]2[CH:7]=[CH:8][C:9]([C:11]3[C:16]([C:17]([F:20])([F:19])[F:18])=[CH:15][CH:14]=[CH:13][N:12]=3)=[CH:10][C:2]=2[OH:1])=[CH:30][CH:31]=1)([CH3:24])([CH3:22])[CH3:23], predict the reactants needed to synthesize it. The reactants are: [OH:1][C:2]1[CH:10]=[C:9]([C:11]2[C:16]([C:17]([F:20])([F:19])[F:18])=[CH:15][CH:14]=[CH:13][N:12]=2)[CH:8]=[CH:7][C:3]=1[C:4]([OH:6])=O.[C:21]([C:25]1[CH:31]=[CH:30][C:28]([NH2:29])=[CH:27][CH:26]=1)([CH3:24])([CH3:23])[CH3:22].CN([P+](ON1N=NC2C=CC=CC1=2)(N(C)C)N(C)C)C.F[P-](F)(F)(F)(F)F.C(N(CC)CC)C. (4) Given the product [F:28][C:2]([F:1])([F:27])[C:3]1[CH:4]=[CH:5][C:6]([C:9]2[CH:10]=[CH:11][C:12]([O:15][CH:16]([C:18]3[CH:26]=[CH:25][C:21]([C:22]([NH:30][CH2:31][CH2:32][C:33]([OH:35])=[O:34])=[O:24])=[CH:20][N:19]=3)[CH3:17])=[CH:13][CH:14]=2)=[CH:7][CH:8]=1, predict the reactants needed to synthesize it. The reactants are: [F:1][C:2]([F:28])([F:27])[C:3]1[CH:8]=[CH:7][C:6]([C:9]2[CH:14]=[CH:13][C:12]([O:15][CH:16]([C:18]3[CH:26]=[CH:25][C:21]([C:22]([OH:24])=O)=[CH:20][N:19]=3)[CH3:17])=[CH:11][CH:10]=2)=[CH:5][CH:4]=1.Cl.[NH2:30][CH2:31][CH2:32][C:33]([O:35]C)=[O:34].CN1CCOCC1. (5) Given the product [OH:52][C:49]1[CH:48]=[CH:47][C:46]([C:14]2[C:12]3[NH:13][C:9]([C:8]([C:5]4[CH:6]=[CH:7][C:2]([O:1][CH2:60][CH2:61][CH2:62][CH2:63][CH2:64][CH2:65][CH2:66][CH2:67][CH2:68][CH3:69])=[CH:3][CH:4]=4)=[C:28]4[N:29]=[C:25]([C:24]([C:30]5[CH:31]=[CH:32][C:33]([OH:36])=[CH:34][CH:35]=5)=[C:23]5[NH:37][C:20](=[C:19]([C:38]6[CH:43]=[CH:42][C:41]([OH:44])=[CH:40][CH:39]=6)[C:18]6[CH:17]=[CH:16][C:15]=2[N:45]=6)[CH:21]=[CH:22]5)[CH:26]=[CH:27]4)=[CH:10][CH:11]=3)=[CH:51][CH:50]=1, predict the reactants needed to synthesize it. The reactants are: [OH:1][C:2]1[CH:7]=[CH:6][C:5]([C:8]2[C:9]3[NH:13][C:12]([C:14]([C:46]4[CH:51]=[CH:50][C:49]([OH:52])=[CH:48][CH:47]=4)=[C:15]4[N:45]=[C:18]([C:19]([C:38]5[CH:43]=[CH:42][C:41]([OH:44])=[CH:40][CH:39]=5)=[C:20]5[NH:37][C:23](=[C:24]([C:30]6[CH:35]=[CH:34][C:33]([OH:36])=[CH:32][CH:31]=6)[C:25]6[CH:26]=[CH:27][C:28]=2[N:29]=6)[CH:22]=[CH:21]5)[CH:17]=[CH:16]4)=[CH:11][CH:10]=3)=[CH:4][CH:3]=1.C([O-])([O-])=O.[K+].[K+].Br[CH2:60][CH2:61][CH2:62][CH2:63][CH2:64][CH2:65][CH2:66][CH2:67][CH2:68][CH3:69]. (6) Given the product [NH2:15][C:12]1[N:13]=[CH:14][C:9]([C:6]2[CH:5]=[CH:4][C:3]([CH2:2][NH:1][C:25]3[N:26]=[CH:27][C:28]([C:30]([F:31])([F:32])[F:33])=[CH:29][C:24]=3[C:23]([NH:22][CH2:21][C:20]3[CH:36]=[CH:37][C:38]([F:39])=[C:18]([F:17])[CH:19]=3)=[O:35])=[CH:8][CH:7]=2)=[CH:10][C:11]=1[CH3:16], predict the reactants needed to synthesize it. The reactants are: [NH2:1][CH2:2][C:3]1[CH:8]=[CH:7][C:6]([C:9]2[CH:10]=[C:11]([CH3:16])[C:12]([NH2:15])=[N:13][CH:14]=2)=[CH:5][CH:4]=1.[F:17][C:18]1[CH:19]=[C:20]([CH:36]=[CH:37][C:38]=1[F:39])[CH2:21][NH:22][C:23](=[O:35])[C:24]1[CH:29]=[C:28]([C:30]([F:33])([F:32])[F:31])[CH:27]=[N:26][C:25]=1F.CS(C)=O.C(N(CC)CC)C.